This data is from Reaction yield outcomes from USPTO patents with 853,638 reactions. The task is: Predict the reaction yield, written as a fraction of the theoretical maximum amount of product (1.0 means a 100% yield; for example, 0.34 means a 34% yield). The reactants are [CH:1]1[C:6](N=C=S)=[CH:5][C:4]2[C:10]([O:12][C:13]3([C:23]4[CH:24]=[CH:25][C:26]([OH:28])=[CH:27][C:22]=4[O:21][C:15]4[CH:16]=[C:17]([OH:20])[CH:18]=[CH:19][C:14]3=4)[C:3]=2[CH:2]=1)=[O:11].CCN(CC)CC. The catalyst is CN(C=O)C.C(Cl)Cl. The product is [CH:1]1[CH:6]=[CH:5][C:4]([C:10]([OH:12])=[O:11])=[C:3]([C:13]2[C:14]3[CH:19]=[CH:18][C:17]([OH:20])=[CH:16][C:15]=3[O:21][C:22]3[C:23]=2[CH:24]=[CH:25][C:26]([CH:27]=3)=[O:28])[CH:2]=1. The yield is 0.920.